Predict which catalyst facilitates the given reaction. From a dataset of Catalyst prediction with 721,799 reactions and 888 catalyst types from USPTO. (1) Reactant: Cl[C:2]1[CH:10]=CC(S(C)(=O)=O)=C[C:3]=1C(O)=O.[Cl:15][C:16]1[CH:24]=[CH:23][C:22]([S:25]([OH:27])=[O:26])=[CH:21][C:17]=1[C:18]([OH:20])=[O:19].IC(C)C. Product: [Cl:15][C:16]1[CH:24]=[CH:23][C:22]([S:25]([CH:2]([CH3:10])[CH3:3])(=[O:27])=[O:26])=[CH:21][C:17]=1[C:18]([OH:20])=[O:19]. The catalyst class is: 6. (2) Reactant: [CH2:1]([O:3][C:4](=[O:13])[CH2:5][C:6]([CH3:12])([CH3:11])[C:7](=O)[CH2:8]Br)[CH3:2].[F:14][C:15]([F:26])([F:25])[C:16]1[CH:24]=[CH:23][C:19]([C:20]([NH2:22])=[S:21])=[CH:18][CH:17]=1.C(N(CC)CC)C. Product: [CH2:1]([O:3][C:4](=[O:13])[CH2:5][C:6]([CH3:12])([C:7]1[N:22]=[C:20]([C:19]2[CH:18]=[CH:17][C:16]([C:15]([F:25])([F:14])[F:26])=[CH:24][CH:23]=2)[S:21][CH:8]=1)[CH3:11])[CH3:2]. The catalyst class is: 11. (3) Reactant: [CH2:1]([OH:4])[CH2:2][OH:3].CC1C=CC(S(O)(=O)=O)=CC=1.[CH3:16][C:17]1[CH:22]=[CH:21][C:20]([C:23]2[N:27]=[C:26]([CH:28]3[CH2:31][C:30](=O)[CH2:29]3)[O:25][N:24]=2)=[CH:19][C:18]=1[NH:33][C:34]([C:36]1[N:40]2[CH:41]=[CH:42][CH:43]=[CH:44][C:39]2=[N:38][CH:37]=1)=[O:35]. Product: [CH2:29]1[C:30]2([O:4][CH2:1][CH2:2][O:3]2)[CH2:31][CH:28]1[C:26]1[O:25][N:24]=[C:23]([C:20]2[CH:21]=[CH:22][C:17]([CH3:16])=[C:18]([NH:33][C:34]([C:36]3[N:40]4[CH:41]=[CH:42][CH:43]=[CH:44][C:39]4=[N:38][CH:37]=3)=[O:35])[CH:19]=2)[N:27]=1. The catalyst class is: 11.